Dataset: Retrosynthesis with 50K atom-mapped reactions and 10 reaction types from USPTO. Task: Predict the reactants needed to synthesize the given product. (1) Given the product CS(=O)(=O)O[C@H]1CN[C@H](COCC(=O)NC(N)=O)C1, predict the reactants needed to synthesize it. The reactants are: CS(=O)(=O)O[C@@H]1C[C@@H](COCC(=O)NC(N)=O)N(C(=O)OCc2ccccc2)C1. (2) Given the product COC(=O)CCc1ccc(S(=O)(=O)N(CC(C)C)c2cc(C(F)(F)F)ccc2C)cc1, predict the reactants needed to synthesize it. The reactants are: COC(=O)CCc1ccc(S(=O)(=O)Cl)cc1.Cc1ccc(C(F)(F)F)cc1NCC(C)C.